This data is from Catalyst prediction with 721,799 reactions and 888 catalyst types from USPTO. The task is: Predict which catalyst facilitates the given reaction. (1) Reactant: C(OC(=O)[NH:7][CH2:8][CH2:9][NH:10][C:11]([CH:13]1[CH2:18][CH2:17][N:16]([C:19]2[C:28]3[C:23](=[CH:24][N:25]=[CH:26][CH:27]=3)[CH:22]=[C:21]([C:29]3[CH:34]=[CH:33][N:32]=[C:31]([Cl:35])[CH:30]=3)[N:20]=2)[CH2:15][CH2:14]1)=[O:12])(C)(C)C.C(O)(C(F)(F)F)=O. Product: [NH2:7][CH2:8][CH2:9][NH:10][C:11]([CH:13]1[CH2:14][CH2:15][N:16]([C:19]2[C:28]3[C:23](=[CH:24][N:25]=[CH:26][CH:27]=3)[CH:22]=[C:21]([C:29]3[CH:34]=[CH:33][N:32]=[C:31]([Cl:35])[CH:30]=3)[N:20]=2)[CH2:17][CH2:18]1)=[O:12]. The catalyst class is: 2. (2) Reactant: C[O:2][C:3](=[O:19])[C:4]1[CH:9]=[CH:8][C:7]([O:10][C:11]2[CH:16]=[CH:15][C:14]([Cl:17])=[CH:13][CH:12]=2)=[C:6]([Br:18])[CH:5]=1.[OH-].[Na+].Cl. Product: [Br:18][C:6]1[CH:5]=[C:4]([CH:9]=[CH:8][C:7]=1[O:10][C:11]1[CH:16]=[CH:15][C:14]([Cl:17])=[CH:13][CH:12]=1)[C:3]([OH:19])=[O:2]. The catalyst class is: 24. (3) Reactant: CN(C)C1C=CC=CC=1.[Br:10][CH2:11][C:12](Br)=[O:13].[CH2:15]([O:22][C:23]1[CH:29]=[C:28]([C:30]([F:33])([F:32])[F:31])[C:26]([NH2:27])=[C:25]([C:34]([F:37])([F:36])[F:35])[CH:24]=1)[C:16]1[CH:21]=[CH:20][CH:19]=[CH:18][CH:17]=1. Product: [CH2:15]([O:22][C:23]1[CH:24]=[C:25]([C:34]([F:36])([F:37])[F:35])[C:26]([NH:27][C:12](=[O:13])[CH2:11][Br:10])=[C:28]([C:30]([F:31])([F:32])[F:33])[CH:29]=1)[C:16]1[CH:17]=[CH:18][CH:19]=[CH:20][CH:21]=1. The catalyst class is: 11. (4) The catalyst class is: 20. Product: [CH2:15]([C:4]1[C:3]([C:17]#[N:18])=[C:2]([NH:1][CH2:20][CH3:21])[N:6]([C:7]2[CH:8]=[CH:9][C:10]([O:13][CH3:14])=[CH:11][CH:12]=2)[N:5]=1)[CH3:16]. Reactant: [NH2:1][C:2]1[N:6]([C:7]2[CH:12]=[CH:11][C:10]([O:13][CH3:14])=[CH:9][CH:8]=2)[N:5]=[C:4]([CH2:15][CH3:16])[C:3]=1[C:17]#[N:18].[Li+].[CH3:20][CH:21]([N-]C(C)C)C.C(Br)C.CCOCC.